This data is from Full USPTO retrosynthesis dataset with 1.9M reactions from patents (1976-2016). The task is: Predict the reactants needed to synthesize the given product. (1) Given the product [F:1][C:2]1[N:3]=[C:4]([C:12]2[CH:17]=[CH:16][CH:15]=[CH:14][C:13]=2[C:18]([N:20]2[C@H:21]3[CH2:27][C@H:24]([CH2:23][C@H:22]3[O:28][C:29]3[CH:34]=[CH:33][C:32]([C:35]([F:38])([F:36])[F:37])=[CH:31][N:30]=3)[C@H:25]2[CH3:26])=[O:19])[CH:5]=[CH:6][CH:7]=1, predict the reactants needed to synthesize it. The reactants are: [F:1][C:2]1(B(O)O)[CH:7]=[CH:6][CH:5]=[CH:4][NH:3]1.I[C:12]1[CH:17]=[CH:16][CH:15]=[CH:14][C:13]=1[C:18]([N:20]1[C@H:25]([CH3:26])[C@@H:24]2[CH2:27][C@H:21]1[C@H:22]([O:28][C:29]1[CH:34]=[CH:33][C:32]([C:35]([F:38])([F:37])[F:36])=[CH:31][N:30]=1)[CH2:23]2)=[O:19]. (2) Given the product [CH2:1]([O:3][C:4](=[O:31])[CH2:5][N:6]1[C:14]2[C:9](=[C:10]([Br:15])[CH:11]=[CH:12][CH:13]=2)[C:8]2([CH2:16][O:29][C:19]3[CH:20]=[C:21]4[C:22](=[CH:28][C:18]2=3)[CH2:23][C:24]([CH3:27])([CH3:26])[O:25]4)[C:7]1=[O:30])[CH3:2], predict the reactants needed to synthesize it. The reactants are: [CH2:1]([O:3][C:4](=[O:31])[CH2:5][N:6]1[C:14]2[C:9](=[C:10]([Br:15])[CH:11]=[CH:12][CH:13]=2)[C:8]([C:18]2[C:19]([OH:29])=[CH:20][C:21]3[O:25][C:24]([CH3:27])([CH3:26])[CH2:23][C:22]=3[CH:28]=2)([CH2:16]O)[C:7]1=[O:30])[CH3:2].C1(CCN2C3C(=CC=CC=3)C(C3C(O)=CC4OCOC=4C=3)(CO)C2=O)CC1.